Dataset: Experimentally validated miRNA-target interactions with 360,000+ pairs, plus equal number of negative samples. Task: Binary Classification. Given a miRNA mature sequence and a target amino acid sequence, predict their likelihood of interaction. (1) The miRNA is hsa-miR-4639-3p with sequence UCACUCUCACCUUGCUUUGC. Result: 1 (interaction). The protein sequence of the target gene is MPRRKRNAGSSSDGTEDSDFSTDLEHTDSSESDGTSRRSARVTRSSARLSQSSQDSSPVRNLQSFGTEEPAYSTRRVTRSQQQPTPVTPKKYPLRQTRSSGSETEQVVDFSDRETKNTADHDESPPRTPTGNAPSSESDIDISSPNVSHDESIAKDMSLKDSGSDLSHRPKRRRFHESYNFNMKCPTPGCNSLGHLTGKHERHFSISGCPLYHNLSADECKVRAQSRDKQIEERMLSHRQDDNNRHATRHQAPTERQLRYKEKVAELRKKRNSGLSKEQKEKYMEHRQTYGNTREPLLEN.... (2) The miRNA is mmu-miR-7023-3p with sequence UCACCCUGUCUGCGCCCCUCAG. The protein sequence of the target gene is MGACLGACSLLSCASCLCGSAPCILCSCCPASRNSTVSRLIFTFFLFLGVLVSIIMLSPGVESQLYKLPWVCEEGAGIPTVLQGHIDCGSLLGYRAVYRMCFATAAFFFFFTLLMLCVSSSRDPRAAIQNGFWFFKFLILVGLTVGAFYIPDGSFTNIWFYFGVVGSFLFILIQLVLLIDFAHSWNQRWLGKAEECDSRAWYAGLFFFTLLFYLLSIAAVALMFMYYTEPSGCHEGKVFISLNLTFCVCVSIAAVLPKVQDAQPNSGLLQASVITLYTMFVTWSALSSIPEQKCNPHLPT.... Result: 0 (no interaction). (3) The miRNA is hsa-miR-155-5p with sequence UUAAUGCUAAUCGUGAUAGGGGUU. The protein sequence of the target gene is MASNSLFSTVTPCQQNFFWDPSTSRRFSPPSSSLQPGKMSDVSPVVAAQQQQQQQQQQQQQQQQQQQQQQQEAAAAAAAAAAAAAAAAAVPRLRPPHDNRTMVEIIADHPAELVRTDSPNFLCSVLPSHWRCNKTLPVAFKVVALGEVPDGTVVTVMAGNDENYSAELRNASAVMKNQVARFNDLRFVGRSGRGKSFTLTITVFTNPPQVATYHRAIKVTVDGPREPRRHRQKLDDSKPSLFSDRLSDLGRIPHPSMRVGVPPQNPRPSLNSAPSPFNPQGQSQITDPRQAQSSPPWSYD.... Result: 1 (interaction). (4) The miRNA is hsa-miR-578 with sequence CUUCUUGUGCUCUAGGAUUGU. The protein sequence of the target gene is MVWRLVLLALWVWPSTQAGHQDKDTTFDLFSISNINRKTIGAKQFRGPDPGVPAYRFVRFDYIPPVNADDLSKITKIMRQKEGFFLTAQLKQDGKSRGTLLALEGPGLSQRQFEIVSNGPADTLDLTYWIDGTRHVVSLEDVGLADSQWKNVTVQVAGETYSLHVGCDLIDSFALDEPFYEHLQAEKSRMYVAKGSARESHFRGLLQNVHLVFENSVEDILSKKGCQQGQGAEINAISENTETLRLGPHVTTEYVGPSSERRPEVCERSCEELGNMVQELSGLHVLVNQLSENLKRVSND.... Result: 0 (no interaction). (5) The miRNA is hsa-miR-1297 with sequence UUCAAGUAAUUCAGGUG. The protein sequence of the target gene is MATLLSHPQQRPPFLRQAIKIRRRRVRDLQDPPPQMAPEIQPPSHHFSPEQRALLYEDALYTVLHRLGHPEPNHVTEASELLRYLQEAFHVEPEEHQQTLQRVRELEKPIFCLKATVKQAKGILGKDVSGFSDPYCLLGIEQGVGVPGGSPGSRHRQKAVVRHTIPEEETHRTQVITQTLNPVWDETFILEFEDITNASFHLDMWDLDTVESVRQKLGELTDLHGLRRIFKEARKDKGQDDFLGNVVLRLQDLRCREDQWYPLEPRTETYPDRGQCHLQFQLIHKRRATSASRSQPSYTV.... Result: 0 (no interaction). (6) The miRNA is mmu-miR-3089-5p with sequence UGAGUUCAGGGACAGCGUGUCU. The protein sequence of the target gene is MASRWLALLWAPVFLCVALILETASGTGDPSTKAHGHIQFSAGSVNQTAMADCRAVCGLNTSDRCDFVRRNPDCRSEAGYLDYLEGIFCYFPPNLLPLAITLYVFWLLYLFLILGVTAAKFFCPNLSAISTNLKLSHNVAGVTFLAFGNGAPDIFSALVAFSDPRTAGLAIGALFGAGVLVTTVVAGGITILHPFMAASRPFLRDIAFYMVAVFLTFTALYLGRITLTWALGYLGLYVFYVVTVIICTWVYQRQRSRSLVHSISETPELLSESEEDQMSSNTNSYDYGDEYRPLLLGRET.... Result: 1 (interaction).